The task is: Regression. Given a peptide amino acid sequence and an MHC pseudo amino acid sequence, predict their binding affinity value. This is MHC class I binding data.. This data is from Peptide-MHC class I binding affinity with 185,985 pairs from IEDB/IMGT. The MHC is HLA-B57:01 with pseudo-sequence HLA-B57:01. The binding affinity (normalized) is 0.617. The peptide sequence is IALPVAWLF.